Dataset: Reaction yield outcomes from USPTO patents with 853,638 reactions. Task: Predict the reaction yield, written as a fraction of the theoretical maximum amount of product (1.0 means a 100% yield; for example, 0.34 means a 34% yield). The reactants are Br[C:2]1[CH:7]=[CH:6][CH:5]=[CH:4][N:3]=1.[Li]CCCC.[C:13]([C:21]1[CH:26]=[CH:25][CH:24]=[CH:23][CH:22]=1)(=[O:20])[C:14]1[CH:19]=[CH:18][CH:17]=[CH:16][CH:15]=1. The catalyst is C1COCC1. The product is [C:21]1([C:13]([C:14]2[CH:15]=[CH:16][CH:17]=[CH:18][CH:19]=2)([C:2]2[CH:7]=[CH:6][CH:5]=[CH:4][N:3]=2)[OH:20])[CH:22]=[CH:23][CH:24]=[CH:25][CH:26]=1. The yield is 0.950.